This data is from Forward reaction prediction with 1.9M reactions from USPTO patents (1976-2016). The task is: Predict the product of the given reaction. (1) Given the reactants O[CH2:2][C@@H:3](N)[CH2:4][CH:5]([CH3:7])[CH3:6].COC(=O)[C@H](CC(C)C)N.OCCN.CC(C)C[C@H]([NH:29][CH2:30][CH:31]([CH3:33])[CH3:32])CO.[Cl-].C([NH3+])C(C)C.[C:41]([C:43]1[CH:48]=[CH:47][C:46]([N:49]=[C:50]=[S:51])=[CH:45][CH:44]=1)#[N:42], predict the reaction product. The product is: [C:41]([C:43]1[CH:44]=[CH:45][C:46]([N:49]=[C:50]2[N:29]([CH2:30][CH:31]([CH3:33])[CH3:32])[CH2:2][CH:3]([CH2:4][CH:5]([CH3:7])[CH3:6])[S:51]2)=[CH:47][CH:48]=1)#[N:42]. (2) Given the reactants Cl[C:2]1[N:10]=[C:9]2[C:5]([N:6]=[C:7]([CH2:12][N:13]3[CH2:18][CH2:17][C:16]([CH2:20][OH:21])([CH3:19])[CH2:15][CH2:14]3)[N:8]2[CH3:11])=[C:4]([N:22]2[CH2:27][CH2:26][O:25][CH2:24][CH2:23]2)[N:3]=1.[CH2:28]([C:30]1[NH:34][C:33]2[CH:35]=[CH:36][CH:37]=[CH:38][C:32]=2[N:31]=1)[CH3:29], predict the reaction product. The product is: [CH2:28]([C:30]1[N:31]([C:2]2[N:10]=[C:9]3[C:5]([N:6]=[C:7]([CH2:12][N:13]4[CH2:14][CH2:15][C:16]([CH2:20][OH:21])([CH3:19])[CH2:17][CH2:18]4)[N:8]3[CH3:11])=[C:4]([N:22]3[CH2:23][CH2:24][O:25][CH2:26][CH2:27]3)[N:3]=2)[C:32]2[CH:38]=[CH:37][CH:36]=[CH:35][C:33]=2[N:34]=1)[CH3:29]. (3) Given the reactants [CH2:1]([O:3][C:4](=[O:39])[C:5]([N:7]([CH2:19][C:20]1[CH:25]=[CH:24][C:23](C2C=CC(C(OC(C)(C)C)=O)=CC=2)=[CH:22][CH:21]=1)[CH2:8][C:9]1[CH:14]=[CH:13][C:12]([C:15]([F:18])([F:17])[F:16])=[CH:11][CH:10]=1)=[O:6])[CH3:2].[C:40]([OH:46])(C(F)(F)F)=[O:41], predict the reaction product. The product is: [CH2:1]([O:3][C:4](=[O:39])[C:5]([N:7]([CH2:19][C:20]1[CH:21]=[C:22]([C:40]([OH:46])=[O:41])[CH:23]=[CH:24][C:25]=1[C:9]1[CH:14]=[CH:13][CH:12]=[CH:11][CH:10]=1)[CH2:8][C:9]1[CH:14]=[CH:13][C:12]([C:15]([F:17])([F:16])[F:18])=[CH:11][CH:10]=1)=[O:6])[CH3:2].